This data is from Reaction yield outcomes from USPTO patents with 853,638 reactions. The task is: Predict the reaction yield, written as a fraction of the theoretical maximum amount of product (1.0 means a 100% yield; for example, 0.34 means a 34% yield). (1) The reactants are Br[C:2]1[C:3]([O:18][C:19]2[CH:24]=[CH:23][C:22]([C:25]([O:27][C:28]([CH3:31])([CH3:30])[CH3:29])=[O:26])=[CH:21][C:20]=2[N+:32]([O-:34])=[O:33])=[C:4]([Cl:17])[CH:5]=[C:6]2[C:11]=1[O:10][CH2:9][CH2:8][CH:7]2[C:12]([O:14][CH2:15][CH3:16])=[O:13].P([O-])([O-])([O-])=O.[K+].[K+].[K+].C1(P([CH:56]2[CH2:61][CH2:60]CCC2)C2CCCCC2)CCCCC1.C1(B(O)O)CC1. The catalyst is C1(C)C=CC=CC=1.C([O-])(=O)C.[Pd+2].C([O-])(=O)C.O. The product is [C:28]([O:27][C:25]([C:22]1[CH:23]=[CH:24][C:19]([O:18][C:3]2[C:2]([CH:60]3[CH2:61][CH2:56]3)=[C:11]3[C:6]([CH:7]([C:12]([O:14][CH2:15][CH3:16])=[O:13])[CH2:8][CH2:9][O:10]3)=[CH:5][C:4]=2[Cl:17])=[C:20]([N+:32]([O-:34])=[O:33])[CH:21]=1)=[O:26])([CH3:31])([CH3:30])[CH3:29]. The yield is 0.510. (2) The reactants are [C:1]([O:9]CC)(=O)[CH2:2][C:3]([O:5][CH2:6][CH3:7])=[O:4].[H-].[Na+].[H][H].[CH3:16][N:17]1[C:22]2[CH:23]=[CH:24][C:25]([CH3:27])=[CH:26][C:21]=2[C:20](=O)[O:19]C1=O.Cl. The catalyst is CC(N(C)C)=O. The product is [CH2:6]([O:5][C:3]([C:2]1[C:1](=[O:9])[N:17]([CH3:16])[C:22]2[C:21]([C:20]=1[OH:19])=[CH:26][C:25]([CH3:27])=[CH:24][CH:23]=2)=[O:4])[CH3:7]. The yield is 0.870. (3) The product is [C:49]([O:16][C:15](=[O:17])[C@@H:14]([NH:13][C:11]([C:6]1([CH2:5][CH2:4][N:1]=[N+:2]=[N-:3])[CH2:10][CH2:9][CH2:8][CH2:7]1)=[O:12])[CH2:18][C:19]1[CH:20]=[CH:21][C:22]([NH:25][C:26](=[O:35])[C:27]2[C:28]([Cl:34])=[CH:29][CH:30]=[CH:31][C:32]=2[Cl:33])=[CH:23][CH:24]=1)([CH3:52])([CH3:51])[CH3:50]. The catalyst is C(Cl)Cl. The reactants are [N:1]([CH2:4][CH2:5][C:6]1([C:11]([NH:13][C@@H:14]([CH2:18][C:19]2[CH:24]=[CH:23][C:22]([NH:25][C:26](=[O:35])[C:27]3[C:32]([Cl:33])=[CH:31][CH:30]=[CH:29][C:28]=3[Cl:34])=[CH:21][CH:20]=2)[C:15]([OH:17])=[O:16])=[O:12])[CH2:10][CH2:9][CH2:8][CH2:7]1)=[N+:2]=[N-:3].FC(F)(F)C(OC(=O)C(F)(F)F)=O.[C:49](O)([CH3:52])([CH3:51])[CH3:50]. The yield is 0.281. (4) The reactants are [N:1]([CH2:4][CH:5]([NH:14][C:15]([C:17]1[S:33][C:20]2=[N:21][C:22]3[CH2:23][CH2:24][CH:25]([C:29]([CH3:32])([CH3:31])[CH3:30])[CH2:26][C:27]=3[CH:28]=[C:19]2[CH:18]=1)=[O:16])[C:6]1[CH:11]=[CH:10][C:9]([C:12]#[N:13])=[CH:8][CH:7]=1)=[N+:2]=[N-:3].C([O-])([O-])=[O:35].[K+].[K+].OO.Cl. The catalyst is CS(C)=O.O. The product is [N:1]([CH2:4][CH:5]([NH:14][C:15]([C:17]1[S:33][C:20]2=[N:21][C:22]3[CH2:23][CH2:24][CH:25]([C:29]([CH3:30])([CH3:32])[CH3:31])[CH2:26][C:27]=3[CH:28]=[C:19]2[CH:18]=1)=[O:16])[C:6]1[CH:11]=[CH:10][C:9]([C:12](=[O:35])[NH2:13])=[CH:8][CH:7]=1)=[N+:2]=[N-:3]. The yield is 0.990. (5) The reactants are [CH2:1]1[C@@H:3](N)[C@@H:2]1[C:5]1[CH:10]=[CH:9][CH:8]=[CH:7][CH:6]=1.[OH-:11].[K+].[OH2:13]. The catalyst is C(O)CO. The product is [C:5]1([C:2]2([CH2:3][C:1]([OH:13])=[O:11])[CH2:6][CH2:5][CH2:2][CH2:1][CH2:3]2)[CH:6]=[CH:7][CH:8]=[CH:9][CH:10]=1. The yield is 0.880. (6) The reactants are [CH2:1]=[CH:2][CH2:3][CH2:4][CH2:5][CH2:6][CH2:7][CH3:8]. The catalyst is ClCCl. The product is [CH3:1][CH2:2][CH2:3][CH2:4][CH2:5][CH2:6][CH:7]=[CH:8][CH2:1][CH2:2][CH2:3][CH2:4][CH2:5][CH3:6]. The yield is 0.870. (7) The reactants are [CH3:1][S:2]([NH2:5])(=[O:4])=[O:3].[H-].[Na+].CS([C:12]1[N:13]=[C:14]([C:29]2[CH:34]=[CH:33][CH:32]=[CH:31][CH:30]=2)[C:15]2[CH:21]=[CH:20][C:19](=[O:22])[N:18]([C:23]3[CH:28]=[CH:27][CH:26]=[CH:25][CH:24]=3)[C:16]=2[N:17]=1)(=O)=O.O. The catalyst is CN(C=O)C. The product is [O:22]=[C:19]1[N:18]([C:23]2[CH:28]=[CH:27][CH:26]=[CH:25][CH:24]=2)[C:16]2[N:17]=[C:12]([NH:5][S:2]([CH3:1])(=[O:4])=[O:3])[N:13]=[C:14]([C:29]3[CH:34]=[CH:33][CH:32]=[CH:31][CH:30]=3)[C:15]=2[CH:21]=[CH:20]1. The yield is 0.510.